From a dataset of Catalyst prediction with 721,799 reactions and 888 catalyst types from USPTO. Predict which catalyst facilitates the given reaction. (1) Reactant: [F:1][C:2]1[C:3]([CH2:8][O:9][C:10]2[CH:15]=[CH:14][C:13](/[CH:16]=[CH:17]/[C:18]([O:20][CH2:21][CH2:22][CH2:23][CH3:24])=[O:19])=[C:12]([N:25]3[CH2:34][C:33]4[C:28](=[CH:29][CH:30]=[CH:31][CH:32]=4)[NH:27][C:26]3=[O:35])[CH:11]=2)=[N:4][CH:5]=[CH:6][CH:7]=1. Product: [F:1][C:2]1[C:3]([CH2:8][O:9][C:10]2[CH:15]=[CH:14][C:13]([CH2:16][CH2:17][C:18]([O:20][CH2:21][CH2:22][CH2:23][CH3:24])=[O:19])=[C:12]([N:25]3[CH2:34][C:33]4[C:28](=[CH:29][CH:30]=[CH:31][CH:32]=4)[NH:27][C:26]3=[O:35])[CH:11]=2)=[N:4][CH:5]=[CH:6][CH:7]=1. The catalyst class is: 123. (2) Reactant: [C:1]([CH2:3][C:4]([OH:6])=O)#[N:2].CN(C(ON1N=NC2C=CC=NC1=2)=[N+](C)C)C.F[P-](F)(F)(F)(F)F.[Cl:31][C:32]1[CH:69]=[CH:68][C:35]([C:36]([NH:38][C:39]2[N:43]([CH2:44][CH:45]3[CH2:49][CH2:48][CH2:47][NH:46]3)[C:42]3[CH:50]=[CH:51][C:52]([CH2:54][N:55]([C@H:62]([C:64]([CH3:67])([CH3:66])[CH3:65])[CH3:63])[C:56](=[O:61])[O:57][CH2:58][CH:59]=[CH2:60])=[CH:53][C:41]=3[N:40]=2)=[O:37])=[CH:34][CH:33]=1.C(O)(C(F)(F)F)=O.CCN(C(C)C)C(C)C. Product: [Cl:31][C:32]1[CH:33]=[CH:34][C:35]([C:36]([NH:38][C:39]2[N:43]([CH2:44][CH:45]3[CH2:49][CH2:48][CH2:47][N:46]3[C:4](=[O:6])[CH2:3][C:1]#[N:2])[C:42]3[CH:50]=[CH:51][C:52]([CH2:54][N:55]([C@H:62]([C:64]([CH3:67])([CH3:66])[CH3:65])[CH3:63])[C:56](=[O:61])[O:57][CH2:58][CH:59]=[CH2:60])=[CH:53][C:41]=3[N:40]=2)=[O:37])=[CH:68][CH:69]=1. The catalyst class is: 3.